From a dataset of Forward reaction prediction with 1.9M reactions from USPTO patents (1976-2016). Predict the product of the given reaction. (1) Given the reactants [Br:1][C:2]1[CH:3]=[N:4][C:5]([C:8]([OH:10])=O)=[N:6][CH:7]=1.[CH3:11][C:12]1[C:13]([N:19]2[CH2:24][CH2:23][NH:22][CH2:21][CH2:20]2)=[N:14][CH:15]=[C:16]([CH3:18])[CH:17]=1, predict the reaction product. The product is: [Br:1][C:2]1[CH:7]=[N:6][C:5]([C:8]([N:22]2[CH2:23][CH2:24][N:19]([C:13]3[C:12]([CH3:11])=[CH:17][C:16]([CH3:18])=[CH:15][N:14]=3)[CH2:20][CH2:21]2)=[O:10])=[N:4][CH:3]=1. (2) Given the reactants [F:1][C:2]1[CH:8]=[CH:7][CH:6]=[C:5]([F:9])[C:3]=1[NH2:4].[O:10]1[CH2:14][CH2:13][CH2:12][CH2:11]1.C([O-])(=[O:17])C.[Na+], predict the reaction product. The product is: [F:1][C:2]1[CH:8]=[CH:7][CH:6]=[C:5]([F:9])[C:3]=1[NH:4][C:11](=[O:10])[CH2:12][C:13](=[O:17])[CH3:14].